Dataset: Full USPTO retrosynthesis dataset with 1.9M reactions from patents (1976-2016). Task: Predict the reactants needed to synthesize the given product. (1) Given the product [CH3:1][O:2][C:3]1[CH:15]=[C:14]([CH2:16][Br:24])[CH:13]=[CH:12][C:4]=1[C:5]([NH:7][S:8]([CH3:11])(=[O:9])=[O:10])=[O:6], predict the reactants needed to synthesize it. The reactants are: [CH3:1][O:2][C:3]1[CH:15]=[C:14]([CH3:16])[CH:13]=[CH:12][C:4]=1[C:5]([NH:7][S:8]([CH3:11])(=[O:10])=[O:9])=[O:6].C1C(=O)N([Br:24])C(=O)C1. (2) Given the product [Br:1][C:2]1[C:3]([N:18]2[CH2:22][CH2:21][C@@H:20]([NH:23][C:24](=[O:30])[O:25][C:26]([CH3:28])([CH3:27])[CH3:29])[CH2:19]2)=[C:4]2[C:10]([NH:11][C:12](=[O:16])[C@@H:13]([OH:15])[CH3:14])=[CH:9][NH:8][C:5]2=[N:6][CH:7]=1, predict the reactants needed to synthesize it. The reactants are: [Br:1][C:2]1[C:3](F)=[C:4]2[C:10]([NH:11][C:12](=[O:16])[C@@H:13]([OH:15])[CH3:14])=[CH:9][NH:8][C:5]2=[N:6][CH:7]=1.[NH:18]1[CH2:22][CH2:21][C@@H:20]([NH:23][C:24](=[O:30])[O:25][C:26]([CH3:29])([CH3:28])[CH3:27])[CH2:19]1.CCN(C(C)C)C(C)C.CC#N.O. (3) Given the product [NH2:12][C:13]1[C:14]([C:30]([NH:2][CH2:3][C:4](=[O:5])[C:6]2[CH:11]=[CH:10][CH:9]=[CH:8][CH:7]=2)=[O:31])=[N:15][C:16]([N:19]2[CH2:20][CH2:21][N:22]([S:25]([CH2:28][CH3:29])(=[O:27])=[O:26])[CH2:23][CH2:24]2)=[CH:17][N:18]=1, predict the reactants needed to synthesize it. The reactants are: Cl.[NH2:2][CH2:3][C:4]([C:6]1[CH:11]=[CH:10][CH:9]=[CH:8][CH:7]=1)=[O:5].[NH2:12][C:13]1[C:14]([C:30](O)=[O:31])=[N:15][C:16]([N:19]2[CH2:24][CH2:23][N:22]([S:25]([CH2:28][CH3:29])(=[O:27])=[O:26])[CH2:21][CH2:20]2)=[CH:17][N:18]=1.CCN(C(C)C)C(C)C. (4) Given the product [OH:25][CH2:26][C:27]([NH:31][S:32]([C:35]1[CH:36]=[N:37][CH:38]=[C:39]([C:14]#[C:13][C:12]2[CH:11]=[N:10][N:9]3[C:4]([CH:1]4[CH2:3][CH2:2]4)=[CH:5][C:6]([C:15]4[CH:16]=[CH:17][C:18]([C:21]([F:22])([F:23])[F:24])=[CH:19][CH:20]=4)=[N:7][C:8]=23)[CH:40]=1)(=[O:34])=[O:33])([CH2:29][OH:30])[CH3:28], predict the reactants needed to synthesize it. The reactants are: [CH:1]1([C:4]2[N:9]3[N:10]=[CH:11][C:12]([C:13]#[CH:14])=[C:8]3[N:7]=[C:6]([C:15]3[CH:20]=[CH:19][C:18]([C:21]([F:24])([F:23])[F:22])=[CH:17][CH:16]=3)[CH:5]=2)[CH2:3][CH2:2]1.[OH:25][CH2:26][C:27]([NH:31][S:32]([C:35]1[CH:36]=[N:37][CH:38]=[C:39](Br)[CH:40]=1)(=[O:34])=[O:33])([CH2:29][OH:30])[CH3:28].